Dataset: NCI-60 drug combinations with 297,098 pairs across 59 cell lines. Task: Regression. Given two drug SMILES strings and cell line genomic features, predict the synergy score measuring deviation from expected non-interaction effect. (1) Drug 1: C1CCC(C1)C(CC#N)N2C=C(C=N2)C3=C4C=CNC4=NC=N3. Drug 2: C1=CC(=C2C(=C1NCCNCCO)C(=O)C3=C(C=CC(=C3C2=O)O)O)NCCNCCO. Cell line: A549. Synergy scores: CSS=41.4, Synergy_ZIP=-0.685, Synergy_Bliss=-0.523, Synergy_Loewe=-14.0, Synergy_HSA=1.07. (2) Drug 1: CC12CCC3C(C1CCC2=O)CC(=C)C4=CC(=O)C=CC34C. Drug 2: CC1CCCC2(C(O2)CC(NC(=O)CC(C(C(=O)C(C1O)C)(C)C)O)C(=CC3=CSC(=N3)C)C)C. Cell line: TK-10. Synergy scores: CSS=20.4, Synergy_ZIP=0.0884, Synergy_Bliss=-0.0243, Synergy_Loewe=-2.70, Synergy_HSA=-1.46. (3) Drug 1: C1=CN(C=N1)CC(O)(P(=O)(O)O)P(=O)(O)O. Drug 2: CN(CCCl)CCCl.Cl. Cell line: SK-MEL-5. Synergy scores: CSS=7.93, Synergy_ZIP=9.01, Synergy_Bliss=17.5, Synergy_Loewe=-8.43, Synergy_HSA=-4.79. (4) Drug 1: CC1C(C(CC(O1)OC2CC(CC3=C2C(=C4C(=C3O)C(=O)C5=C(C4=O)C(=CC=C5)OC)O)(C(=O)C)O)N)O.Cl. Drug 2: CC(C1=C(C=CC(=C1Cl)F)Cl)OC2=C(N=CC(=C2)C3=CN(N=C3)C4CCNCC4)N. Cell line: HS 578T. Synergy scores: CSS=1.87, Synergy_ZIP=-3.58, Synergy_Bliss=-4.20, Synergy_Loewe=-24.4, Synergy_HSA=-9.21.